This data is from Reaction yield outcomes from USPTO patents with 853,638 reactions. The task is: Predict the reaction yield, written as a fraction of the theoretical maximum amount of product (1.0 means a 100% yield; for example, 0.34 means a 34% yield). The reactants are C[O:2][C:3]([CH:5]1[CH2:9][CH:8]([NH:10][C:11]([C:13]2[CH:14]=[N:15][CH:16]=[CH:17][C:18]=2[NH:19][C:20]2[C:25]([O:26][CH3:27])=[CH:24][N:23]=[C:22]([C:28]3[CH:33]=[C:32]([Cl:34])[CH:31]=[CH:30][C:29]=3[F:35])[N:21]=2)=[O:12])[CH2:7][N:6]1[C:36]([O:38][C:39]([CH3:42])([CH3:41])[CH3:40])=[O:37])=[O:4].Cl. The catalyst is [OH-].[Na+].O1CCOCC1. The product is [C:39]([O:38][C:36]([N:6]1[CH2:7][CH:8]([NH:10][C:11]([C:13]2[CH:14]=[N:15][CH:16]=[CH:17][C:18]=2[NH:19][C:20]2[C:25]([O:26][CH3:27])=[CH:24][N:23]=[C:22]([C:28]3[CH:33]=[C:32]([Cl:34])[CH:31]=[CH:30][C:29]=3[F:35])[N:21]=2)=[O:12])[CH2:9][CH:5]1[C:3]([OH:4])=[O:2])=[O:37])([CH3:42])([CH3:40])[CH3:41]. The yield is 0.280.